This data is from Forward reaction prediction with 1.9M reactions from USPTO patents (1976-2016). The task is: Predict the product of the given reaction. (1) Given the reactants [CH2:1]([O:8][C:9]([NH:11][CH:12]1[N:18]=[C:17]([CH2:19][CH3:20])[C:16]2[CH:21]=[CH:22][CH:23]=[C:24]([CH3:25])[C:15]=2[NH:14][C:13]1=[O:26])=[O:10])[C:2]1[CH:7]=[CH:6][CH:5]=[CH:4][CH:3]=1.[H-].[Na+].Br[CH2:30][C:31]([O:33][CH2:34][CH3:35])=[O:32].Cl, predict the reaction product. The product is: [CH2:1]([O:8][C:9]([NH:11][CH:12]1[N:18]=[C:17]([CH2:19][CH3:20])[C:16]2[CH:21]=[CH:22][CH:23]=[C:24]([CH3:25])[C:15]=2[N:14]([CH2:30][C:31]([O:33][CH2:34][CH3:35])=[O:32])[C:13]1=[O:26])=[O:10])[C:2]1[CH:7]=[CH:6][CH:5]=[CH:4][CH:3]=1. (2) Given the reactants [F:1][C:2]([F:13])([F:12])[C:3]1[N:8]=[C:7]([C:9](O)=[O:10])[CH:6]=[CH:5][CH:4]=1.C(N(CC)CC)C.ClC(OCC)=O.[BH4-].[Li+].[OH-].[Na+].Cl, predict the reaction product. The product is: [F:12][C:2]([F:1])([F:13])[C:3]1[N:8]=[C:7]([CH2:9][OH:10])[CH:6]=[CH:5][CH:4]=1. (3) The product is: [C:40]([C:42]1[CH:47]=[CH:46][C:45]([C:2]2[CH:3]=[C:4]([CH:8]([NH:14][C:15]([C@@H:17]3[CH2:22][CH2:21][CH2:20][N:19]([C:23](=[O:39])[CH2:24][CH2:25][CH:26]4[CH2:31][CH2:30][N:29]([C:32]([O:34][C:35]([CH3:37])([CH3:38])[CH3:36])=[O:33])[CH2:28][CH2:27]4)[CH2:18]3)=[O:16])[CH2:9][C:10]([O:12][CH3:13])=[O:11])[CH:5]=[N:6][CH:7]=2)=[CH:44][C:43]=1[F:51])#[N:41]. Given the reactants Br[C:2]1[CH:3]=[C:4]([CH:8]([NH:14][C:15]([C@@H:17]2[CH2:22][CH2:21][CH2:20][N:19]([C:23](=[O:39])[CH2:24][CH2:25][CH:26]3[CH2:31][CH2:30][N:29]([C:32]([O:34][C:35]([CH3:38])([CH3:37])[CH3:36])=[O:33])[CH2:28][CH2:27]3)[CH2:18]2)=[O:16])[CH2:9][C:10]([O:12][CH3:13])=[O:11])[CH:5]=[N:6][CH:7]=1.[C:40]([C:42]1[CH:47]=[CH:46][C:45](B(O)O)=[CH:44][C:43]=1[F:51])#[N:41].[F-].[K+], predict the reaction product. (4) Given the reactants [Na+].[OH:2][CH2:3][CH2:4][CH2:5][CH2:6][CH2:7][CH2:8][CH2:9][CH2:10][S:11]([O-:14])(=[O:13])=[O:12].[Na:15].[OH-].[Na+].[F:18][C:19]([F:31])([F:30])[C:20]1[CH:25]=[CH:24][C:23]([S:26](Cl)(=[O:28])=[O:27])=[CH:22][CH:21]=1, predict the reaction product. The product is: [Na:15].[F:31][C:19]([F:18])([F:30])[C:20]1[CH:21]=[CH:22][C:23]([S:26]([O:2][CH2:3][CH2:4][CH2:5][CH2:6][CH2:7][CH2:8][CH2:9][CH2:10][S:11]([OH:14])(=[O:12])=[O:13])(=[O:28])=[O:27])=[CH:24][CH:25]=1.